Dataset: Forward reaction prediction with 1.9M reactions from USPTO patents (1976-2016). Task: Predict the product of the given reaction. (1) Given the reactants [NH2:1][C:2]1[CH:7]=[CH:6][CH:5]=[CH:4][CH:3]=1.[F:8][C:9]1[CH:16]=[C:15]([Cl:17])[CH:14]=[CH:13][C:10]=1[CH:11]=O.C(O)(=O)C.C(O[BH-](OC(=O)C)OC(=O)C)(=O)C.[Na+].Cl[S:37]([N:40]=[C:41]=[O:42])(=[O:39])=[O:38].[Cl-].[Al+3].[Cl-].[Cl-], predict the reaction product. The product is: [Cl:17][C:15]1[CH:14]=[CH:13][C:10]([CH2:11][N:1]2[C:2]3[CH:7]=[CH:6][CH:5]=[CH:4][C:3]=3[S:37](=[O:39])(=[O:38])[NH:40][C:41]2=[O:42])=[C:9]([F:8])[CH:16]=1. (2) Given the reactants [OH:1][C:2]1[CH:7]=[CH:6][C:5]([C@@H:8]2[CH2:12][C:11]3([CH2:17][CH2:16][N:15](C(OC(C)(C)C)=O)[CH2:14][CH2:13]3)[O:10][CH2:9]2)=[CH:4][CH:3]=1.[F:25][C:26]1[CH:27]=[C:28]([CH:31]=[CH:32][CH:33]=1)[CH2:29]Br.[ClH:34].FC1C=CC(COC2C=CC([C@H]3CC4(CCNCC4)OC3)=CC=2)=CC=1, predict the reaction product. The product is: [ClH:34].[F:25][C:26]1[CH:27]=[C:28]([CH:31]=[CH:32][CH:33]=1)[CH2:29][O:1][C:2]1[CH:3]=[CH:4][C:5]([C@@H:8]2[CH2:12][C:11]3([CH2:13][CH2:14][NH:15][CH2:16][CH2:17]3)[O:10][CH2:9]2)=[CH:6][CH:7]=1. (3) Given the reactants [Cl:1][C:2]1[N:7]=[C:6]([NH:8][C:9]2[CH:14]=[CH:13][C:12]([O:15][CH3:16])=[CH:11][C:10]=2[NH:17][S:18]([CH3:21])(=[O:20])=[O:19])[C:5]([Cl:22])=[CH:4][N:3]=1.[CH3:23][C:24]1[CH:30]=[CH:29][CH:28]=[CH:27][C:25]=1[NH2:26], predict the reaction product. The product is: [ClH:1].[Cl:22][C:5]1[C:6]([NH:8][C:9]2[CH:14]=[CH:13][C:12]([O:15][CH3:16])=[CH:11][C:10]=2[NH:17][S:18]([CH3:21])(=[O:20])=[O:19])=[N:7][C:2]([NH:26][C:25]2[CH:27]=[CH:28][CH:29]=[CH:30][C:24]=2[CH3:23])=[N:3][CH:4]=1. (4) Given the reactants [CH3:1][C:2]1([CH3:8])[CH2:7][CH2:6][O:5][C:3]1=[O:4].[OH-:9].[K+].Cl, predict the reaction product. The product is: [OH:5][CH2:6][CH2:7][C:2]([CH3:8])([CH3:1])[C:3]([OH:9])=[O:4]. (5) Given the reactants [Br:1][C:2]1[CH:7]=[C:6](C(O)=O)[CH:5]=[CH:4]N=1.[CH3:11][CH2:12]N=C=NCCCN(C)C.Cl.C([N:25]([CH2:28][CH3:29])[CH2:26][CH3:27])C.Cl.[CH3:31]NOC, predict the reaction product. The product is: [Br:1][C:2]1[CH:7]=[CH:6][C:5]([C:28]2[CH:29]=[C:11]([CH3:12])[CH:27]=[CH:26][N:25]=2)=[CH:4][CH:31]=1. (6) Given the reactants [C:1]([O:5][C:6](=[O:18])[NH:7][C@@H:8]1[CH2:13][CH2:12][C@H:11]([NH2:14])[C@H:10]([CH2:15][CH2:16][CH3:17])[CH2:9]1)([CH3:4])([CH3:3])[CH3:2].[C:19]([NH:29][C@H:30]([C:35](O)=[O:36])[CH2:31][CH2:32][S:33][CH3:34])([O:21][CH2:22][C:23]1[CH:28]=[CH:27][CH:26]=[CH:25][CH:24]=1)=[O:20].C(N(C(C)C)CC)C.F[P-](F)(F)(F)(F)F.N1(O[P+](N(C)C)(N(C)C)N(C)C)C2C=CC=CC=2N=N1, predict the reaction product. The product is: [C:1]([O:5][C:6](=[O:18])[NH:7][C@@H:8]1[CH2:13][CH2:12][C@H:11]([NH:14][C:35](=[O:36])[C@@H:30]([NH:29][C:19]([O:21][CH2:22][C:23]2[CH:24]=[CH:25][CH:26]=[CH:27][CH:28]=2)=[O:20])[CH2:31][CH2:32][S:33][CH3:34])[C@H:10]([CH2:15][CH2:16][CH3:17])[CH2:9]1)([CH3:4])([CH3:3])[CH3:2]. (7) Given the reactants [CH3:1][N:2]([CH3:21])[S:3]([C:6]1[C:7](I)=[CH:8][C:9]([O:17][CH2:18][CH3:19])=[C:10]([CH:16]=1)[C:11]([O:13][CH2:14][CH3:15])=[O:12])(=[O:5])=[O:4].[CH3:22][N:23](C)C=O, predict the reaction product. The product is: [C:22]([C:7]1[C:6]([S:3](=[O:5])(=[O:4])[N:2]([CH3:21])[CH3:1])=[CH:16][C:10]([C:11]([O:13][CH2:14][CH3:15])=[O:12])=[C:9]([O:17][CH2:18][CH3:19])[CH:8]=1)#[N:23].